From a dataset of Full USPTO retrosynthesis dataset with 1.9M reactions from patents (1976-2016). Predict the reactants needed to synthesize the given product. Given the product [CH2:20]([NH:19][C:7]1[C:6]([CH2:4][OH:3])=[CH:11][N:10]=[C:9]([NH:12][C:13]2[CH:18]=[CH:17][CH:16]=[CH:15][CH:14]=2)[N:8]=1)[CH3:21], predict the reactants needed to synthesize it. The reactants are: C([O:3][C:4]([C:6]1[C:7]([NH:19][CH2:20][CH3:21])=[N:8][C:9]([NH:12][C:13]2[CH:18]=[CH:17][CH:16]=[CH:15][CH:14]=2)=[N:10][CH:11]=1)=O)C.[H-].[Al+3].[Li+].[H-].[H-].[H-].